This data is from Full USPTO retrosynthesis dataset with 1.9M reactions from patents (1976-2016). The task is: Predict the reactants needed to synthesize the given product. (1) Given the product [Cl:2][C:3]1[N:4]=[C:5]([C:10]2[CH:15]=[C:14]([Cl:16])[CH:13]=[CH:12][C:11]=2[O:17][CH3:18])[N:6]=[C:7]([NH2:1])[CH:8]=1, predict the reactants needed to synthesize it. The reactants are: [NH3:1].[Cl:2][C:3]1[CH:8]=[C:7](Cl)[N:6]=[C:5]([C:10]2[CH:15]=[C:14]([Cl:16])[CH:13]=[CH:12][C:11]=2[O:17][CH3:18])[N:4]=1. (2) Given the product [C:1]([C:4]1[C:13]2[C:8](=[CH:9][C:10]([C:14]3[CH:15]=[C:16]([CH:23]=[CH:24][C:25]=3[CH3:26])[C:17]([NH:19][CH:20]3[CH2:22][CH2:21]3)=[O:18])=[CH:11][CH:12]=2)[C:7]([CH3:27])=[N:6][N:5]=1)(=[O:3])[CH3:2], predict the reactants needed to synthesize it. The reactants are: [C:1]([C:4]1[C:13]2[C:8](=[CH:9][C:10]([C:14]3[CH:15]=[C:16]([CH:23]=[CH:24][C:25]=3[CH3:26])[C:17]([NH:19][CH:20]3[CH2:22][CH2:21]3)=[O:18])=[CH:11][CH:12]=2)[CH:7]([CH3:27])[NH:6][N:5]=1)(=[O:3])[CH3:2].[Mn]([O-])(=O)(=O)=O.[K+]. (3) Given the product [CH3:1][O:2][C:3]1[C:4]2[O:9][C:10]([CH3:11])=[CH:16][C:5]=2[CH:6]=[CH:7][CH:8]=1, predict the reactants needed to synthesize it. The reactants are: [CH3:1][O:2][C:3]1[CH:8]=[CH:7][CH:6]=[CH:5][C:4]=1[O:9][CH2:10][CH:11]=C.[F-].[Cs+].Cl.[C:16](OCC)(=O)C. (4) Given the product [CH2:17]([O:16][C:14]([NH:13][C:10]1[CH:11]=[CH:12][C:7]([C:6]2[O:25][CH:26]([CH3:28])[CH:4]([C:3]([O:2][CH3:1])=[O:29])[N:5]=2)=[CH:8][C:9]=1[CH3:24])=[O:15])[C:18]1[CH:19]=[CH:20][CH:21]=[CH:22][CH:23]=1, predict the reactants needed to synthesize it. The reactants are: [CH3:1][O:2][C:3](=[O:29])[C@H:4]([C@@H:26]([CH3:28])O)[NH:5][C:6](=[O:25])[C:7]1[CH:12]=[CH:11][C:10]([NH:13][C:14]([O:16][CH2:17][C:18]2[CH:23]=[CH:22][CH:21]=[CH:20][CH:19]=2)=[O:15])=[C:9]([CH3:24])[CH:8]=1.CC[N+](S(N=C(OC)[O-])(=O)=O)(CC)CC. (5) Given the product [C:37]([O:28][C:24]1[C:25]([Br:27])=[CH:26][C:21]([C:19]2[N:20]=[C:16]([C:14]([N:11]3[CH2:12][CH2:13][CH:8]([CH2:1][C:2]4[CH:7]=[CH:6][CH:5]=[CH:4][CH:3]=4)[CH2:9][CH2:10]3)=[O:15])[S:17][CH:18]=2)=[C:22]([OH:30])[C:23]=1[Br:29])(=[O:42])[C:38]([CH3:41])([CH3:40])[CH3:39], predict the reactants needed to synthesize it. The reactants are: [CH2:1]([CH:8]1[CH2:13][CH2:12][N:11]([C:14]([C:16]2[S:17][CH:18]=[C:19]([C:21]3[CH:26]=[C:25]([Br:27])[C:24]([OH:28])=[C:23]([Br:29])[C:22]=3[OH:30])[N:20]=2)=[O:15])[CH2:10][CH2:9]1)[C:2]1[CH:7]=[CH:6][CH:5]=[CH:4][CH:3]=1.N1C=CC=CC=1.[C:37](Cl)(=[O:42])[C:38]([CH3:41])([CH3:40])[CH3:39]. (6) Given the product [Cl:20][C:18]1[C:17]([Cl:21])=[CH:16][C:15]2[N:11]([C@@H:6]3[CH2:7][CH2:8][CH2:9][CH2:10][C@H:5]3[OH:4])[C:12]([NH:26][CH:23]3[CH2:25][CH2:24]3)=[N:13][C:14]=2[CH:19]=1, predict the reactants needed to synthesize it. The reactants are: C([O:4][C@@H:5]1[CH2:10][CH2:9][CH2:8][CH2:7][C@H:6]1[N:11]1[C:15]2[CH:16]=[C:17]([Cl:21])[C:18]([Cl:20])=[CH:19][C:14]=2[N:13]=[C:12]1Br)(=O)C.[CH:23]1([NH2:26])[CH2:25][CH2:24]1.[OH-].[Na+]. (7) Given the product [Br:18][CH2:2][CH:3]1[CH2:8][CH2:7][N:6]([C:9]([O:11][CH2:12][CH2:13][Si:14]([CH3:17])([CH3:16])[CH3:15])=[O:10])[CH2:5][CH2:4]1, predict the reactants needed to synthesize it. The reactants are: O[CH2:2][CH:3]1[CH2:8][CH2:7][N:6]([C:9]([O:11][CH2:12][CH2:13][Si:14]([CH3:17])([CH3:16])[CH3:15])=[O:10])[CH2:5][CH2:4]1.[Br:18]C(Br)(Br)Br.C1(P(C2C=CC=CC=2)C2C=CC=CC=2)C=CC=CC=1. (8) Given the product [CH2:62]([O:61][CH:58]([C:59]1[CH:30]=[CH:29][C:28]([F:31])=[CH:27][CH:26]=1)[CH2:6][CH2:5][CH:4]1[CH:23]([C:32]2[CH:33]=[CH:34][C:35]([O:38][CH2:39][C:40]3[CH:45]=[CH:44][CH:43]=[CH:42][CH:41]=3)=[CH:36][CH:37]=2)[N:24]([C:25]2[CH:30]=[CH:29][C:28]([F:31])=[CH:27][CH:26]=2)[C:3]1=[O:2])[C:63]1[CH:6]=[CH:5][CH:4]=[CH:23][CH:32]=1, predict the reactants needed to synthesize it. The reactants are: C[O:2][C:3](=O)[CH:4]([CH:23]([C:32]1[CH:37]=[CH:36][C:35]([O:38][CH2:39][C:40]2[CH:45]=[CH:44][CH:43]=[CH:42][CH:41]=2)=[CH:34][CH:33]=1)[NH:24][C:25]1[CH:30]=[CH:29][C:28]([F:31])=[CH:27][CH:26]=1)[CH2:5][CH2:6]C(OCC1C=CC=CC=1)C1C=CC(F)=CC=1.C[Si]([N-][Si](C)(C)C)(C)C.[Li+].Cl.[C:58]([O:61][CH2:62][CH3:63])(=O)[CH3:59]. (9) Given the product [Cl:1][C:2]1[CH:7]=[C:6]([Cl:8])[CH:5]=[C:4]([Cl:9])[C:3]=1[N:10]1[C:14]2=[N:15][C:16]([CH2:20][C:21]3[CH:26]=[CH:25][C:24]([C:27]([OH:29])=[O:28])=[CH:23][CH:22]=3)=[N:17][C:18](=[O:19])[C:13]2=[C:12]([CH:32]([CH3:34])[CH3:33])[NH:11]1, predict the reactants needed to synthesize it. The reactants are: [Cl:1][C:2]1[CH:7]=[C:6]([Cl:8])[CH:5]=[C:4]([Cl:9])[C:3]=1[N:10]1[C:14]2=[N:15][C:16]([CH2:20][C:21]3[CH:26]=[CH:25][C:24]([C:27]([O:29]CC)=[O:28])=[CH:23][CH:22]=3)=[N:17][C:18](=[O:19])[C:13]2=[C:12]([CH:32]([CH3:34])[CH3:33])[NH:11]1.[OH-].[Li+].CO. (10) Given the product [CH3:1][O:2][C:3]1[C:12]2[C:11](=[O:13])[N:10]([CH2:14][C:15]([NH:28][C@H:26]([C:23]3[CH:22]=[CH:21][C:20]([C:19]([F:18])([F:29])[F:30])=[CH:25][CH:24]=3)[CH3:27])=[O:17])[N:9]=[N:8][C:7]=2[CH:6]=[CH:5][CH:4]=1, predict the reactants needed to synthesize it. The reactants are: [CH3:1][O:2][C:3]1[C:12]2[C:11](=[O:13])[N:10]([CH2:14][C:15]([OH:17])=O)[N:9]=[N:8][C:7]=2[CH:6]=[CH:5][CH:4]=1.[F:18][C:19]([F:30])([F:29])[C:20]1[CH:25]=[CH:24][C:23]([C@@H:26]([NH2:28])[CH3:27])=[CH:22][CH:21]=1.